This data is from Reaction yield outcomes from USPTO patents with 853,638 reactions. The task is: Predict the reaction yield, written as a fraction of the theoretical maximum amount of product (1.0 means a 100% yield; for example, 0.34 means a 34% yield). (1) The reactants are [Br:1][C:2]1[C:3]([N:16]([CH3:21])[S:17]([CH3:20])(=[O:19])=[O:18])=[CH:4][C:5]2[O:9][C:8](I)=[C:7]([C:11]([NH:13][CH3:14])=[O:12])[C:6]=2[CH:15]=1.C([O-])([O-])=O.[K+].[K+].[NH:28]1[CH:32]=[CH:31][N:30]=[CH:29]1. The catalyst is CN(C=O)C. The product is [Br:1][C:2]1[C:3]([N:16]([CH3:21])[S:17]([CH3:20])(=[O:19])=[O:18])=[CH:4][C:5]2[O:9][C:8]([N:28]3[CH:32]=[CH:31][N:30]=[CH:29]3)=[C:7]([C:11]([NH:13][CH3:14])=[O:12])[C:6]=2[CH:15]=1. The yield is 0.830. (2) The yield is 0.258. The reactants are [Cl:1][C:2]1[CH:3]=[C:4]([N:10]2[CH:22]([CH:23]3[CH2:27][CH2:26][CH2:25][CH2:24]3)[CH:21]3[C:12]([C:13]4[CH:14]=[CH:15][C:16]([C:28](O)=[O:29])=[N:17][C:18]=4[CH2:19][CH2:20]3)=[N:11]2)[CH:5]=[CH:6][C:7]=1[C:8]#[N:9].Cl.[CH3:32][N:33]1[CH2:37][CH2:36][C@H:35]([NH2:38])[CH2:34]1.CCN(C(C)C)C(C)C.CN(C(ON1N=NC2C=CC=NC1=2)=[N+](C)C)C.F[P-](F)(F)(F)(F)F. The product is [Cl:1][C:2]1[CH:3]=[C:4]([N:10]2[CH:22]([CH:23]3[CH2:24][CH2:25][CH2:26][CH2:27]3)[CH:21]3[C:12]([C:13]4[CH:14]=[CH:15][C:16]([C:28]([NH:38][C@H:35]5[CH2:36][CH2:37][N:33]([CH3:32])[CH2:34]5)=[O:29])=[N:17][C:18]=4[CH2:19][CH2:20]3)=[N:11]2)[CH:5]=[CH:6][C:7]=1[C:8]#[N:9]. The catalyst is ClCCl.CN(C=O)C. (3) The reactants are [Cl:1][C:2]1[CH:10]=[CH:9][C:8]2[NH:7][C:6]3[CH2:11][CH2:12][N:13]([CH3:15])[CH2:14][C:5]=3[C:4]=2[CH:3]=1.[OH-].[K+].Br[CH2:19][CH2:20][C:21]1[CH:26]=[CH:25][C:24]([O:27][CH3:28])=[CH:23][CH:22]=1. The catalyst is CN1CCCC1=O.O. The product is [Cl:1][C:2]1[CH:10]=[CH:9][C:8]2[N:7]([CH2:19][CH2:20][C:21]3[CH:26]=[CH:25][C:24]([O:27][CH3:28])=[CH:23][CH:22]=3)[C:6]3[CH2:11][CH2:12][N:13]([CH3:15])[CH2:14][C:5]=3[C:4]=2[CH:3]=1. The yield is 0.0600. (4) The reactants are I[C:2]1[C:10]2[C:5](=[CH:6][C:7](/[CH:11]=[C:12]3/[C:13](=[O:21])[NH:14][C:15]4[C:20]/3=[CH:19][CH:18]=[CH:17][CH:16]=4)=[CH:8][CH:9]=2)[NH:4][N:3]=1.N1C2C(=CC=CC=2)CC1=O.N1C2C(=CC=C(C=O)C=2)C=N1. No catalyst specified. The product is [NH:4]1[C:5]2[C:10](=[CH:9][CH:8]=[C:7](/[CH:11]=[C:12]3/[C:13](=[O:21])[NH:14][C:15]4[C:20]/3=[CH:19][CH:18]=[CH:17][CH:16]=4)[CH:6]=2)[CH:2]=[N:3]1. The yield is 0.510. (5) The catalyst is CN(C)C=O.CN(C)C1C=CN=CC=1.O. The reactants are [O:1]1[C:5]2[CH:6]=[CH:7][C:8]([C:10]3[S:11][CH:12]=[C:13]([C:15]([OH:17])=O)[N:14]=3)=[CH:9][C:4]=2[CH2:3][CH2:2]1.[CH3:18][O:19][C:20]([C:22]1[N:26]=[C:25]([NH2:27])[NH:24][N:23]=1)=[O:21].F[P-](F)(F)(F)(F)F.N1(OC(N(C)C)=[N+](C)C)C2C=CC=CC=2N=N1.C(N(CC)C(C)C)(C)C. The product is [O:1]1[C:5]2[CH:6]=[CH:7][C:8]([C:10]3[S:11][CH:12]=[C:13]([C:15]([NH:27][C:25]4[NH:24][N:23]=[C:22]([C:20]([O:19][CH3:18])=[O:21])[N:26]=4)=[O:17])[N:14]=3)=[CH:9][C:4]=2[CH2:3][CH2:2]1. The yield is 0.0100. (6) The product is [F:37][C:38]([F:46])([F:47])[C:39]1[CH:40]=[C:41]([NH:42][C:18]([C:17]2[CH:16]=[C:15]([N:9]3[CH2:10][C:11]4[CH:12]=[N:13][CH:14]=[C:5]([C:3]([O:2][CH3:1])=[O:4])[C:6]=4[CH2:7][CH2:8]3)[CH:23]=[CH:22][CH:21]=2)=[O:19])[CH:43]=[CH:44][CH:45]=1. The catalyst is CN(C1C=CN=CC=1)C.ClCCCl. The yield is 0.550. The reactants are [CH3:1][O:2][C:3]([C:5]1[CH:14]=[N:13][CH:12]=[C:11]2[C:6]=1[CH2:7][CH2:8][N:9]([C:15]1[CH:16]=[C:17]([CH:21]=[CH:22][CH:23]=1)[C:18](O)=[O:19])[CH2:10]2)=[O:4].C(N(CC)CC)C.CCCP(=O)=O.[F:37][C:38]([F:47])([F:46])[C:39]1[CH:40]=[C:41]([CH:43]=[CH:44][CH:45]=1)[NH2:42].